From a dataset of Forward reaction prediction with 1.9M reactions from USPTO patents (1976-2016). Predict the product of the given reaction. (1) Given the reactants [N:1]([CH2:4][CH3:5])=[C:2]=[O:3].[F:6][C:7]([F:26])([F:25])[C:8]1[CH:9]=[C:10]([S:14]([N:17]2[CH2:22][CH2:21][CH:20]([O:23][NH2:24])[CH2:19][CH2:18]2)(=[O:16])=[O:15])[CH:11]=[CH:12][CH:13]=1.N1C=CC=CC=1, predict the reaction product. The product is: [CH2:4]([NH:1][C:2]([NH:24][O:23][CH:20]1[CH2:21][CH2:22][N:17]([S:14]([C:10]2[CH:11]=[CH:12][CH:13]=[C:8]([C:7]([F:26])([F:6])[F:25])[CH:9]=2)(=[O:15])=[O:16])[CH2:18][CH2:19]1)=[O:3])[CH3:5]. (2) Given the reactants C([O:8][N:9]1[C:15](=[O:16])[N:14]2[CH2:17][C@H:10]1[CH2:11][CH2:12][C@H:13]2[C:18]1[O:19][C:20]([N:23]2[CH2:28][CH2:27][N:26]([CH3:29])[CH2:25][CH2:24]2)=[N:21][N:22]=1)C1C=CC=CC=1, predict the reaction product. The product is: [OH:8][N:9]1[C:15](=[O:16])[N:14]2[CH2:17][C@H:10]1[CH2:11][CH2:12][C@H:13]2[C:18]1[O:19][C:20]([N:23]2[CH2:28][CH2:27][N:26]([CH3:29])[CH2:25][CH2:24]2)=[N:21][N:22]=1.